From a dataset of Peptide-MHC class II binding affinity with 134,281 pairs from IEDB. Regression. Given a peptide amino acid sequence and an MHC pseudo amino acid sequence, predict their binding affinity value. This is MHC class II binding data. (1) The peptide sequence is MKKYFAATQFEPLAA. The MHC is HLA-DQA10501-DQB10201 with pseudo-sequence HLA-DQA10501-DQB10201. The binding affinity (normalized) is 0.320. (2) The peptide sequence is YDKFEANVSTVLTGK. The MHC is DRB1_1001 with pseudo-sequence DRB1_1001. The binding affinity (normalized) is 0.598. (3) The peptide sequence is IADKLDKSYFTNAAL. The MHC is DRB1_0101 with pseudo-sequence DRB1_0101. The binding affinity (normalized) is 0.435. (4) The peptide sequence is QPEQPQKSFPEQERP. The MHC is HLA-DQA10501-DQB10201 with pseudo-sequence HLA-DQA10501-DQB10201. The binding affinity (normalized) is 0.362. (5) The peptide sequence is DVFYNGAYFVSSGKY. The MHC is DRB1_1101 with pseudo-sequence DRB1_1101. The binding affinity (normalized) is 0.622. (6) The MHC is DRB1_0404 with pseudo-sequence DRB1_0404. The peptide sequence is ALFNRLLDDLGF. The binding affinity (normalized) is 0.233. (7) The peptide sequence is YDKFLANVSTVNTGK. The MHC is DRB1_1302 with pseudo-sequence DRB1_1302. The binding affinity (normalized) is 0.672. (8) The peptide sequence is EKKYFAATQFEPRAA. The MHC is HLA-DPA10201-DPB10101 with pseudo-sequence HLA-DPA10201-DPB10101. The binding affinity (normalized) is 0.583. (9) The binding affinity (normalized) is 0.301. The MHC is DRB1_1301 with pseudo-sequence DRB1_1301. The peptide sequence is KNLIPSSASPWSWPD.